Task: Predict the product of the given reaction.. Dataset: Forward reaction prediction with 1.9M reactions from USPTO patents (1976-2016) (1) Given the reactants [C:1]1([NH2:8])[CH:6]=[CH:5][CH:4]=[C:3]([NH2:7])[CH:2]=1.F[C:10]1[CH:15]=[CH:14][C:13]([N+:16]([O-:18])=[O:17])=[CH:12][N:11]=1, predict the reaction product. The product is: [N+:16]([C:13]1[CH:14]=[CH:15][C:10]([NH:7][C:3]2[CH:4]=[CH:5][CH:6]=[C:1]([NH2:8])[CH:2]=2)=[N:11][CH:12]=1)([O-:18])=[O:17]. (2) The product is: [OH:5][NH:6][C:7](=[O:34])[CH2:8][C:9]1[CH:14]=[CH:13][C:12]([O:15][CH2:16][C:17]#[CH:18])=[CH:11][CH:10]=1. Given the reactants C([O:5][NH:6][C:7](=[O:34])[CH:8](NS(C1C=CC(OCC#CC)=CC=1)(=O)=O)[C:9]1[CH:14]=[CH:13][C:12]([O:15][CH2:16][C:17]#[CH:18])=[CH:11][CH:10]=1)(C)(C)C, predict the reaction product. (3) Given the reactants [CH2:1]([C:4]1[CH:9]=[CH:8][N:7]=[C:6]([C:10]([O:12][CH2:13][CH3:14])=[O:11])[CH:5]=1)[CH:2]=[CH2:3].[OH2:15].C[N+]1([O-])CC[O:20]CC1.[O-]S([O-])(=S)=O.[Na+].[Na+], predict the reaction product. The product is: [OH:15][CH:2]([CH2:3][OH:20])[CH2:1][C:4]1[CH:9]=[CH:8][N:7]=[C:6]([C:10]([O:12][CH2:13][CH3:14])=[O:11])[CH:5]=1. (4) Given the reactants [Cl:1][CH2:2][C:3](=O)[CH2:4][C:5]1[CH:10]=[CH:9][C:8]([Cl:11])=[CH:7][C:6]=1[Cl:12].[BH4-].[Na+].[NH4+].[Cl-].C[OH:19], predict the reaction product. The product is: [Cl:1][CH2:2][CH2:3][CH:4]([C:5]1[CH:10]=[CH:9][C:8]([Cl:11])=[CH:7][C:6]=1[Cl:12])[OH:19].